This data is from Full USPTO retrosynthesis dataset with 1.9M reactions from patents (1976-2016). The task is: Predict the reactants needed to synthesize the given product. Given the product [ClH:29].[ClH:29].[NH2:12][CH2:11][CH:10]([C:3]1[CH:2]=[N:1][N:5]2[CH2:6][CH2:7][CH2:8][NH:9][C:4]=12)[CH2:20][NH2:21], predict the reactants needed to synthesize it. The reactants are: [N:1]1[N:5]2[CH2:6][CH2:7][CH2:8][NH:9][C:4]2=[C:3]([CH:10]([CH2:20][NH:21]C(=O)OC(C)(C)C)[CH2:11][NH:12]C(=O)OC(C)(C)C)[CH:2]=1.[ClH:29].C(OC(C)C)(C)C.